Dataset: Forward reaction prediction with 1.9M reactions from USPTO patents (1976-2016). Task: Predict the product of the given reaction. (1) The product is: [CH2:29]([C:25]([CH2:24][C:8]1[N:7]([CH2:6][C:5]2[CH:33]=[CH:34][C:2]([N:35]3[CH2:40][CH2:39][CH2:38][CH2:37][CH2:36]3)=[CH:3][CH:4]=2)[C:11]2[CH:12]=[C:13]([O:16][CH2:17][C:18]3[CH:22]=[CH:21][N:20]([CH3:23])[N:19]=3)[CH:14]=[CH:15][C:10]=2[N:9]=1)([CH2:31][CH3:32])[C:26]([OH:28])=[O:27])[CH3:30]. Given the reactants Br[C:2]1[CH:34]=[CH:33][C:5]([CH2:6][N:7]2[C:11]3[CH:12]=[C:13]([O:16][CH2:17][C:18]4[CH:22]=[CH:21][N:20]([CH3:23])[N:19]=4)[CH:14]=[CH:15][C:10]=3[N:9]=[C:8]2[CH2:24][C:25]([CH2:31][CH3:32])([CH2:29][CH3:30])[C:26]([OH:28])=[O:27])=[CH:4][CH:3]=1.[NH:35]1[CH2:40][CH2:39][CH2:38][CH2:37][CH2:36]1, predict the reaction product. (2) Given the reactants FC(F)(F)C(O)=O.[Cl:8][C:9]1[CH:10]=[C:11]([CH:22]=[CH:23][C:24]=1[Cl:25])[O:12][CH:13]1[CH2:18][CH2:17][N:16]([CH2:19][CH2:20][NH2:21])[CH2:15][CH2:14]1.C(O[BH-](OC(=O)C)OC(=O)C)(=O)C.[Na+].[CH3:40][O:41][C:42]1[CH:43]=[C:44]([CH:47]=[CH:48][CH:49]=1)[CH:45]=O.C([O-])(O)=O.[Na+].[ClH:55], predict the reaction product. The product is: [ClH:8].[ClH:55].[Cl:8][C:9]1[CH:10]=[C:11]([CH:22]=[CH:23][C:24]=1[Cl:25])[O:12][CH:13]1[CH2:14][CH2:15][N:16]([CH2:19][CH2:20][NH:21][CH2:45][C:44]2[CH:47]=[CH:48][CH:49]=[C:42]([O:41][CH3:40])[CH:43]=2)[CH2:17][CH2:18]1.